Dataset: Full USPTO retrosynthesis dataset with 1.9M reactions from patents (1976-2016). Task: Predict the reactants needed to synthesize the given product. (1) Given the product [CH3:8][C:2]([O:9][C:10]1[N:14]([C:15]2[C:24]3[C:19](=[CH:20][CH:21]=[CH:22][CH:23]=3)[CH:18]=[CH:17][CH:16]=2)[N:13]=[CH:12][CH:11]=1)([CH3:1])[C:3]([OH:5])=[O:4], predict the reactants needed to synthesize it. The reactants are: [CH3:1][C:2]([O:9][C:10]1[N:14]([C:15]2[C:24]3[C:19](=[CH:20][CH:21]=[CH:22][CH:23]=3)[CH:18]=[CH:17][CH:16]=2)[N:13]=[CH:12][CH:11]=1)([CH3:8])[C:3]([O:5]CC)=[O:4].[OH-].[Na+]. (2) Given the product [F:1][C:2]1[CH:3]=[C:4]2[C:8](=[CH:9][CH:10]=1)[N:7]([CH2:11][CH2:12][OH:13])[CH:6]=[C:5]2[C:17](=[O:34])[CH:18]([NH:25][C:26]1[CH:31]=[CH:30][CH:29]=[C:28]([O:32][CH3:33])[CH:27]=1)[C:19]1[CH:20]=[CH:21][CH:22]=[CH:23][CH:24]=1, predict the reactants needed to synthesize it. The reactants are: [F:1][C:2]1[CH:3]=[C:4]2[C:8](=[CH:9][CH:10]=1)[N:7]([CH2:11][CH2:12][O:13]COC)[CH:6]=[C:5]2[C:17](=[O:34])[CH:18]([NH:25][C:26]1[CH:31]=[CH:30][CH:29]=[C:28]([O:32][CH3:33])[CH:27]=1)[C:19]1[CH:24]=[CH:23][CH:22]=[CH:21][CH:20]=1.O1CCOCC1.C(=O)([O-])[O-].[K+].[K+]. (3) Given the product [F:1][C:2]([F:13])([F:12])[C:3]1[NH:8][CH:7]=[C:6]([C:10](=[O:9])[CH3:11])[N:5]=1, predict the reactants needed to synthesize it. The reactants are: [F:1][C:2]([F:13])([F:12])[C:3]([NH:5][C:6]1[CH:7]=[N:8][O:9][C:10]=1[CH3:11])=O. (4) Given the product [Br:1][CH2:2][CH:3]([C:5]1[CH:6]=[C:7]([NH:11][S:12]([CH3:15])(=[O:14])=[O:13])[CH:8]=[CH:9][CH:10]=1)[OH:4], predict the reactants needed to synthesize it. The reactants are: [Br:1][CH2:2][C:3]([C:5]1[CH:10]=[CH:9][CH:8]=[C:7]([NH:11][S:12]([CH3:15])(=[O:14])=[O:13])[CH:6]=1)=[O:4]. (5) Given the product [C:30]1([S:27]([N:23]2[C:24]3[C:20](=[CH:19][C:18]([CH:11]([C:12]4[CH:13]=[CH:14][CH:15]=[CH:16][CH:17]=4)[CH2:37][OH:38])=[CH:26][CH:25]=3)[CH:21]=[CH:22]2)(=[O:29])=[O:28])[CH:31]=[CH:32][CH:33]=[CH:34][CH:35]=1, predict the reactants needed to synthesize it. The reactants are: [H-].[Al+3].[Li+].[H-].[H-].[H-].COC(=O)C[CH:11]([C:18]1[CH:19]=[C:20]2[C:24](=[CH:25][CH:26]=1)[N:23]([S:27]([C:30]1[CH:35]=[CH:34][CH:33]=[CH:32][CH:31]=1)(=[O:29])=[O:28])[CH:22]=[CH:21]2)[C:12]1[CH:17]=[CH:16][CH:15]=[CH:14][CH:13]=1.[CH3:37][O:38]C(=O)C=CC1C=C2C(=CC=1)N(S(C1C=CC=CC=1)(=O)=O)C=C2. (6) The reactants are: Cl.[NH2:2][CH2:3][C:4]([C:6]1[CH:11]=[CH:10][CH:9]=[CH:8][CH:7]=1)=[O:5].C(N(CC)CC)C.Cl[CH2:20][CH2:21][S:22](Cl)(=[O:24])=[O:23].Cl. Given the product [CH:21]([S:22]([NH:2][CH2:3][C:4]([C:6]1[CH:11]=[CH:10][CH:9]=[CH:8][CH:7]=1)=[O:5])(=[O:24])=[O:23])=[CH2:20], predict the reactants needed to synthesize it. (7) Given the product [F:30][C:31]([F:44])([F:43])[S:32]([O:1][C:2]1[CH:3]=[C:4]([CH:8]2[CH2:11][C:10]3([CH2:12][CH2:13][N:14]([C:17]([O:19][C:20]([CH3:23])([CH3:22])[CH3:21])=[O:18])[CH2:15][CH2:16]3)[CH2:9]2)[CH:5]=[CH:6][CH:7]=1)(=[O:34])=[O:33], predict the reactants needed to synthesize it. The reactants are: [OH:1][C:2]1[CH:3]=[C:4]([CH:8]2[CH2:11][C:10]3([CH2:16][CH2:15][N:14]([C:17]([O:19][C:20]([CH3:23])([CH3:22])[CH3:21])=[O:18])[CH2:13][CH2:12]3)[CH2:9]2)[CH:5]=[CH:6][CH:7]=1.N1C=CC=CC=1.[F:30][C:31]([F:44])([F:43])[S:32](O[S:32]([C:31]([F:44])([F:43])[F:30])(=[O:34])=[O:33])(=[O:34])=[O:33].